Dataset: Forward reaction prediction with 1.9M reactions from USPTO patents (1976-2016). Task: Predict the product of the given reaction. (1) Given the reactants FC(F)(F)S(O[C:7]1[CH:16]=[C:15]2[C:10]([C:11](=[O:17])[CH2:12][CH2:13][O:14]2)=[CH:9][CH:8]=1)(=O)=O.C1C=CC(P(C2C=CC=CC=2)C2C=CC=CC=2)=CC=1.[C-:39]#[N:40].[K+], predict the reaction product. The product is: [C:39]([C:7]1[CH:16]=[C:15]2[C:10]([C:11](=[O:17])[CH2:12][CH2:13][O:14]2)=[CH:9][CH:8]=1)#[N:40]. (2) Given the reactants [CH2:1]([O:8][N:9]1[C:18](=[O:19])[C:17]2[C:12](=[CH:13][C:14]([F:21])=[C:15]([F:20])[CH:16]=2)[NH:11][C:10]1=[O:22])[C:2]1[CH:7]=[CH:6][CH:5]=[CH:4][CH:3]=1.[H-].[Na+].Br[CH2:26][CH:27]1[CH2:29][CH2:28]1, predict the reaction product. The product is: [CH2:1]([O:8][N:9]1[C:18](=[O:19])[C:17]2[C:12](=[CH:13][C:14]([F:21])=[C:15]([F:20])[CH:16]=2)[N:11]([CH2:26][CH:27]2[CH2:29][CH2:28]2)[C:10]1=[O:22])[C:2]1[CH:7]=[CH:6][CH:5]=[CH:4][CH:3]=1. (3) The product is: [Cl:1][C:2]1[CH:3]=[C:4]([N:10]2[C@H:14]([CH:15]3[CH2:19][CH2:18][CH2:17][CH2:16]3)[CH2:13][C:12]([C:20]3[CH:28]=[CH:27][C:23]([C:24]([OH:26])=[O:25])=[C:22]([O:29][CH3:30])[N:21]=3)=[N:11]2)[CH:5]=[CH:6][C:7]=1[C:8]#[N:9]. Given the reactants [Cl:1][C:2]1[CH:3]=[C:4]([N:10]2[CH:14]([CH:15]3[CH2:19][CH2:18][CH2:17][CH2:16]3)[CH2:13][C:12]([C:20]3[CH:28]=[CH:27][C:23]([C:24]([OH:26])=[O:25])=[C:22]([O:29][CH3:30])[N:21]=3)=[N:11]2)[CH:5]=[CH:6][C:7]=1[C:8]#[N:9].CO.C(=O)=O, predict the reaction product. (4) Given the reactants [Br:1][C:2]1[C:3](Cl)=[N:4][C:5]([Cl:8])=[N:6][CH:7]=1.[CH2:10]([CH2:12][NH2:13])[OH:11].C(N(CC)CC)C, predict the reaction product. The product is: [Br:1][C:2]1[C:3]([NH:13][CH2:12][CH2:10][OH:11])=[N:4][C:5]([Cl:8])=[N:6][CH:7]=1. (5) The product is: [Br:1][C:2]1[C:10]([O:11][CH2:12][C:13]([CH2:15][CH3:16])=[O:14])=[C:9]([Br:17])[CH:8]=[CH:7][C:3]=1[C:4]([O:6][C:18]1[CH2:23][CH2:22][CH2:21][C:20](=[O:24])[CH:19]=1)=[O:5]. Given the reactants [Br:1][C:2]1[C:10]([O:11][CH2:12][C:13]([CH2:15][CH3:16])=[O:14])=[C:9]([Br:17])[CH:8]=[CH:7][C:3]=1[C:4]([OH:6])=[O:5].[C:18]1(=O)[CH2:23][CH2:22][CH2:21][C:20](=[O:24])[CH2:19]1.Cl.CN(C)CCCN=C=NCC.CN(C1C=CC=CN=1)C, predict the reaction product.